From a dataset of Catalyst prediction with 721,799 reactions and 888 catalyst types from USPTO. Predict which catalyst facilitates the given reaction. (1) Product: [NH:19]1[C:15]2=[N:16][CH:17]=[CH:18][C:13]([C:9]3[CH:8]=[C:7]([C:4]([CH3:41])([CH2:5][CH3:6])[CH2:3][N:2]([CH3:1])[CH3:42])[CH:12]=[CH:11][CH:10]=3)=[C:14]2[CH:21]=[N:20]1. The catalyst class is: 2. Reactant: [CH3:1][N:2]([CH3:42])[CH2:3][C:4]([CH3:41])([C:7]1[CH:12]=[CH:11][CH:10]=[C:9]([C:13]2[CH:18]=[CH:17][N:16]=[C:15]3[N:19](C(C4C=CC=CC=4)(C4C=CC=CC=4)C4C=CC=CC=4)[N:20]=[CH:21][C:14]=23)[CH:8]=1)[CH2:5][CH3:6].C([SiH](CC)CC)C.C(O)(C(F)(F)F)=O. (2) Reactant: [Br:1][C:2]1[CH:3]=[C:4]([CH:25]=[CH:26][CH:27]=1)[CH2:5][CH2:6][O:7][CH2:8][CH2:9][C:10]([N:12]([CH:19]1[CH2:24][CH2:23][CH2:22][CH2:21][CH2:20]1)[CH2:13][CH:14](OC)[O:15]C)=[O:11].Cl. Product: [Br:1][C:2]1[CH:3]=[C:4]([CH:25]=[CH:26][CH:27]=1)[CH2:5][CH2:6][O:7][CH2:8][CH2:9][C:10]([N:12]([CH:19]1[CH2:20][CH2:21][CH2:22][CH2:23][CH2:24]1)[CH2:13][CH:14]=[O:15])=[O:11]. The catalyst class is: 21. (3) Reactant: [CH2:1]([C@:3]1([C:31]([O:33][CH3:34])=[O:32])[CH2:7][CH2:6][CH2:5][C@H:4]1[NH:8][S:9]([C:12]1[CH:17]=[CH:16][C:15]([O:18][CH2:19][C:20]2[C:29]3[C:24](=[CH:25][CH:26]=[CH:27][CH:28]=3)[N:23]=[C:22]([CH3:30])[CH:21]=2)=[CH:14][CH:13]=1)(=[O:11])=[O:10])[CH3:2].[H-].[Na+].I[CH3:38]. Product: [CH2:1]([C@:3]1([C:31]([O:33][CH3:34])=[O:32])[CH2:7][CH2:6][CH2:5][C@H:4]1[N:8]([CH3:38])[S:9]([C:12]1[CH:17]=[CH:16][C:15]([O:18][CH2:19][C:20]2[C:29]3[C:24](=[CH:25][CH:26]=[CH:27][CH:28]=3)[N:23]=[C:22]([CH3:30])[CH:21]=2)=[CH:14][CH:13]=1)(=[O:10])=[O:11])[CH3:2]. The catalyst class is: 1. (4) Reactant: [CH3:1][C@@H:2]([OH:6])[C@H:3]([OH:5])[CH3:4].O.[H-].[Na+].[Br:10][C:11]1[C:12](Cl)=[N:13][C:14]([NH:17][C:18]2[CH:23]=[CH:22][C:21]([S:24]([CH3:27])(=[NH:26])=[O:25])=[CH:20][CH:19]=2)=[N:15][CH:16]=1. Product: [Br:10][C:11]1[C:12]([O:5][C@H:3]([CH3:4])[C@H:2]([OH:6])[CH3:1])=[N:13][C:14]([NH:17][C:18]2[CH:19]=[CH:20][C:21]([S:24]([CH3:27])(=[NH:26])=[O:25])=[CH:22][CH:23]=2)=[N:15][CH:16]=1. The catalyst class is: 16.